From a dataset of Experimentally validated miRNA-target interactions with 360,000+ pairs, plus equal number of negative samples. Binary Classification. Given a miRNA mature sequence and a target amino acid sequence, predict their likelihood of interaction. (1) The miRNA is hsa-miR-144-3p with sequence UACAGUAUAGAUGAUGUACU. The protein sequence of the target gene is MPAPIRLRELIRTIRTARTQAEEREMIQKECAAIRSSFREEDNTYRCRNVAKLLYMHMLGYPAHFGQLECLKLIASQKFTDKRIGYLGAMLLLDERQDVHLLMTNCIKNDLNHSTQFVQGLALCTLGCMGSSEMCRDLAGEVEKLLKTSNSYLRKKAALCAVHVIRKVPELMEMFLPATKNLLNEKNHGVLHTSVVLLTEMCERSPDMLAHFRKLVPQLVRILKNLIMSGYSPEHDVSGISDPFLQVRILRLLRILGRNDDDSSEAMNDILAQVATNTETSKNVGNAILYETVLTIMDIK.... Result: 1 (interaction). (2) Result: 1 (interaction). The protein sequence of the target gene is MFHVSFRYIFGLPPLILVLLPVASSDCDIEGKDGKQYESVLMVSIDQLLDSMKEIGSNCLNNEFNFFKRHICDANKEGMFLFRAARKLRQFLKMNSTGDFDLHLLKVSEGTTILLNCTGQVKGRKPAALGEAQPTKSLEENKSLKEQKKLNDLCFLKRLLQEIKTCWNKILMGTKEH. The miRNA is hsa-miR-124-3p with sequence UAAGGCACGCGGUGAAUGCCAA. (3) The miRNA is hsa-miR-542-5p with sequence UCGGGGAUCAUCAUGUCACGAGA. The protein sequence of the target gene is MALLIHLKTVSELRGRGDRIAKVTFRGQSFYSRVLENCEDVADFDETFRWPVASSIDRNEMLEIQVFNYSKVFSNKLIGTFRMVLQKVVEESHVEVTDTLIDDNNAIIKTSLCVEVRYQATDGTVGSWDDGDFLGDESLQEEEKDSQETDGLLPGSRPSSRPPGEKSFRRAGRSVFSAMKLGKNRSHKEEPQRPDEPAVLEMEDLDHLAIRLGDGLDPDSVSLASVTALTTNVSNKRSKPDIKMEPSAGRPMDYQVSITVIEARQLVGLNMDPVVCVEVGDDKKYTSMKESTNCPYYNEY.... Result: 0 (no interaction). (4) The miRNA is hsa-miR-1185-1-3p with sequence AUAUACAGGGGGAGACUCUUAU. The protein sequence of the target gene is MNMPQSLGTQPLPPEPPSLGTPIEGSGAIAPTEHCWPVRPTLRNELDTFSVHFYIFFGPSVALPPERPAVFALRLLPVLDSGGVLSLELQLNASSLRQENVTVFGCLTHEVPLSLGDAAVTCSKESLAGFLLSVSATSRVARLRIPFPQTGTWFLTLRSLCGVGPRFVRCRNATAEVRLRTFLSPCVDDCGPYGQCKLLRTHNYLYAACECKAGWRGWGCTDSADALTYGFQLLSTLLLCLSNLMFLPPVVLAIRSRYVLEAAVYTFTMFFSTFYHACDQPGIVVFCIMDYDVLQFCDFL.... Result: 0 (no interaction). (5) The miRNA is hsa-miR-3149 with sequence UUUGUAUGGAUAUGUGUGUGUAU. The protein sequence of the target gene is MAEGAAGREDPAPPDAAGGEDDPRVGPDAAGDCVTAASGGRMRDRRSGVALPGAAGTPADSEAGLLEAARATPRRSSIIKDPSNQKCGGRKKTVSFSSMPSEKKISSANDCISFMQAGCELKKVRPNSRIYNRFFTLDTDLQALRWEPSKKDLEKAKLDISAIKEIRLGKNTETFRNNGLADQICEDCAFSILHGENYESLDLVANSADVANIWVSGLRYLVSRSKQPLDFMEGNQNTPRFMWLKTVFEAADVDGNGIMLEDTSVELIKQLNPTLKEAKIRLKFKEIQKSKEKLTTRVTE.... Result: 1 (interaction). (6) The miRNA is hsa-miR-4649-3p with sequence UCUGAGGCCUGCCUCUCCCCA. The protein sequence of the target gene is MALRGTLRPLKVRRRREMLPQQVGFVCAVLALVCCASGLFGSLGHKTASASKRVLPDTWRNRKLMAPVNGTQTAKNCTDPAIHEFPTDLFSNKERQHGAVLLHILGALYMFYALAIVCDDFFVPSLEKICERLHLSEDVAGATFMAAGSSTPELFASVIGVFITHGDVGVGTIVGSAVFNILCIIGVCGLFAGQVVRLTWWAVCRDSVYYTISVIVLIVFIYDEQIVWWEGLVLIILYVFYILIMKYNVKMQAFFTVKQKSIANGNPVNSELEAGNDFYDGSYDDPSVPLLGQVKEKPQY.... Result: 1 (interaction). (7) The miRNA is mmu-miR-26b-5p with sequence UUCAAGUAAUUCAGGAUAGGU. The protein sequence of the target gene is MPQLSGGGGGGDPELCATDEMIPFKDEGDPQKEKIFAEISHPEEEGDLADIKSSLVNESEIIPASNGHEVVRQAPSSQEPYHDKAREHPDEGKHPDGGLYNKGPSYSSYSGYIMMPNMNSDPYMSNGSLSPPIPRTSNKVPVVQPSHAVHPLTPLITYSDEHFSPGSHPSHIPSDVNSKQGMSRHPPAPEIPTFYPLSPGGVGQITPPIGWQGQPVYPITGGFRQPYPSSLSGDTSMSRFSHHMIPGPPGPHTTGIPHPAIVTPQVKQEHPHTDSDLMHVKPQHEQRKEQEPKRPHIKKP.... Result: 1 (interaction). (8) The miRNA is hsa-miR-3165 with sequence AGGUGGAUGCAAUGUGACCUCA. The protein sequence of the target gene is MAAAAPGNGRASAPRLLLLFLVPLLWAPAAVRAGPDEDLSHRNKEPPAPAQQLQPQPVAVQGPEPARVEKIFTPAAPVHTNKEDPATQTNLGFIHAFVAAISVIIVSELGDKTFFIAAIMAMRYNRLTVLAGAMLALGLMTCLSVLFGYATTVIPRVYTYYVSTVLFAIFGIRMLREGLKMSPDEGQEELEEVQAELKKKDEEFQRTKLLNGPGDVETGTSITVPQKKWLHFISPIFVQALTLTFLAEWGDRSQLTTIVLAAREDPYGVAVGGTVGHCLCTGLAVIGGRMIAQKISVRTV.... Result: 0 (no interaction). (9) The miRNA is hsa-miR-508-3p with sequence UGAUUGUAGCCUUUUGGAGUAGA. The protein sequence of the target gene is MQNSHSGVNQLGGVFVNGRPLPDSTRQKIVELAHSGARPCDISRILQVSNGCVSKILGRYYETGSIRPRAIGGSKPRVATPEVVSKIAQYKRECPSIFAWEIRDRLLSEGVCTNDNIPSVSSINRVLRNLASEKQQMGADGMYDKLRMLNGQTGSWGTRPGWYPGTSVPGQPTQDGCQQQEGGGENTNSISSNGEDSDEAQMRLQLKRKLQRNRTSFTQEQIEALEKEFERTHYPDVFARERLAAKIDLPEARIQVWFSNRRAKWRREEKLRNQRRQASNTPSHIPISSSFSTSVYQPIP.... Result: 0 (no interaction).